From a dataset of Human liver microsome stability data. Regression/Classification. Given a drug SMILES string, predict its absorption, distribution, metabolism, or excretion properties. Task type varies by dataset: regression for continuous measurements (e.g., permeability, clearance, half-life) or binary classification for categorical outcomes (e.g., BBB penetration, CYP inhibition). Dataset: hlm. The compound is CC1=C2C[C@H]3[C@@H](CC[C@@H]4Cc5n[nH]c(O)c5C[C@@]43C)[C@@H]2CC[C@@]2(C1)O[C@@H]1C[C@H](C)CN[C@H]1[C@H]2C. The result is 0 (unstable in human liver microsomes).